Task: Binary Classification. Given a drug SMILES string, predict its activity (active/inactive) in a high-throughput screening assay against a specified biological target.. Dataset: M1 muscarinic receptor antagonist screen with 61,756 compounds (1) The molecule is s1c(c(nc1NC(=O)COC)c1ccccc1)CC. The result is 1 (active). (2) The drug is Clc1cc(c(NC(=O)CSc2n(Cc3occc3)c(nn2)Cc2sccc2)cc1)C. The result is 0 (inactive). (3) The molecule is Clc1cc(c2oc(c(n2)CN2CC(CCC2)C(=O)NCCN2CCN(CC2)CC)C)ccc1. The result is 0 (inactive). (4) The drug is Clc1sc(c2oc(NC(=O)C3CCCCC3)nn2)cc1. The result is 0 (inactive). (5) The drug is OC(=O)CC(n1nnnc1)c1ccccc1. The result is 0 (inactive). (6) The molecule is Clc1ccc(S(=O)(=O)N(CC(OC(C(=O)Nc2ccc(N3CCOCC3)cc2)C)=O)C)cc1. The result is 0 (inactive). (7) The compound is O=C(NCC=C)CCCc1ccccc1. The result is 0 (inactive). (8) The drug is O=C1N(Cc2c1c(ccc2)C(=O)Nc1ccc(N2CCN(CC2)CC)cc1)CCC. The result is 1 (active).